From a dataset of Forward reaction prediction with 1.9M reactions from USPTO patents (1976-2016). Predict the product of the given reaction. (1) Given the reactants [F:1][C:2]1[CH:7]=[CH:6][CH:5]=[C:4]([F:8])[C:3]=1[CH:9]([CH:16]([C:19]1[CH:24]=[CH:23][C:22]([F:25])=[CH:21][CH:20]=1)[C:17]#[CH:18])[CH2:10][C:11]([O:13]CC)=[O:12].[OH-].[Li+].ClCCl, predict the reaction product. The product is: [F:1][C:2]1[CH:7]=[CH:6][CH:5]=[C:4]([F:8])[C:3]=1[CH:9]([CH:16]([C:19]1[CH:20]=[CH:21][C:22]([F:25])=[CH:23][CH:24]=1)[C:17]#[CH:18])[CH2:10][C:11]([OH:13])=[O:12]. (2) Given the reactants Cl.[NH2:2][CH:3]([C@H:9]([CH2:17][O:18][CH3:19])[CH2:10][CH:11]([CH3:16])[CH2:12][CH2:13][CH:14]=[CH2:15])[C:4]([O:6][CH2:7][CH3:8])=[O:5].C(N(CC)C(C)C)(C)C.[C:29](O[C:29]([O:31][C:32]([CH3:35])([CH3:34])[CH3:33])=[O:30])([O:31][C:32]([CH3:35])([CH3:34])[CH3:33])=[O:30], predict the reaction product. The product is: [C:32]([O:31][C:29]([NH:2][CH:3]([C@H:9]([CH2:17][O:18][CH3:19])[CH2:10][CH:11]([CH3:16])[CH2:12][CH2:13][CH:14]=[CH2:15])[C:4]([O:6][CH2:7][CH3:8])=[O:5])=[O:30])([CH3:35])([CH3:34])[CH3:33]. (3) The product is: [C:15]([C:17]1[N:21]([CH3:22])[C:20]([C:2]2[C:7]([F:8])=[CH:6][C:5]([S:9]([NH:12][CH3:13])(=[O:11])=[O:10])=[C:4]([F:14])[CH:3]=2)=[CH:19][CH:18]=1)#[N:16]. Given the reactants Br[C:2]1[C:7]([F:8])=[CH:6][C:5]([S:9]([NH:12][CH3:13])(=[O:11])=[O:10])=[C:4]([F:14])[CH:3]=1.[C:15]([C:17]1[N:21]([CH3:22])[C:20](B(O)O)=[CH:19][CH:18]=1)#[N:16].[F-].[K+].C(P(C(C)(C)C)C(C)(C)C)(C)(C)C, predict the reaction product. (4) Given the reactants [CH3:1][O:2][C:3]1[CH:4]=[C:5]([C:11]([CH3:15])([CH3:14])[CH:12]=[O:13])[CH:6]=[CH:7][C:8]=1[O:9][CH3:10].[F-].[K+].[CH3:18][N+:19]([O-:21])=[O:20], predict the reaction product. The product is: [CH3:1][O:2][C:3]1[CH:4]=[C:5]([C:11]([CH3:15])([CH3:14])[CH:12]([OH:13])[CH2:18][N+:19]([O-:21])=[O:20])[CH:6]=[CH:7][C:8]=1[O:9][CH3:10]. (5) The product is: [NH2:2][C:1]1[C:3]2[C:4](=[N:5][CH:24]=[CH:8][C:7]=2[N:9]2[CH2:15][CH2:14][CH2:13][N:12]([C:16]3[CH:17]=[N:18][C:19]([O:22][CH3:23])=[CH:20][CH:21]=3)[CH2:11][CH2:10]2)[S:6][C:35]=1[C:36]([NH2:38])=[O:37]. Given the reactants [C:1](/[C:3](=[C:7](/[N:9]1[CH2:15][CH2:14][CH2:13][N:12]([C:16]2[CH:17]=[N:18][C:19]([O:22][CH3:23])=[CH:20][CH:21]=2)[CH2:11][CH2:10]1)\[CH3:8])/[C:4](=[S:6])[NH2:5])#[N:2].[CH3:24]OC(OC)N(C)C.[OH-].[Na+].Cl[CH2:35][C:36]([NH2:38])=[O:37], predict the reaction product.